From a dataset of Full USPTO retrosynthesis dataset with 1.9M reactions from patents (1976-2016). Predict the reactants needed to synthesize the given product. (1) The reactants are: [NH2:1][C:2]1[NH:7][C:6](=[O:8])[NH:5][C:4](=[O:9])[CH:3]=1.[C:10]([O:16][CH2:17][C:18]1[CH:23]=[C:22]([C:24](/[CH:26]=[CH:27]/N(C)C)=O)[CH:21]=[CH:20][C:19]=1[O:31][CH3:32])(=[O:15])[C:11]([CH3:14])([CH3:13])[CH3:12].[OH-].[K+].C(=O)([O-])[O-].[K+].[K+]. Given the product [C:10]([O:16][CH2:17][C:18]1[CH:23]=[C:22]([C:24]2[CH:26]=[CH:27][C:3]3[C:4](=[O:9])[NH:5][C:6](=[O:8])[NH:7][C:2]=3[N:1]=2)[CH:21]=[CH:20][C:19]=1[O:31][CH3:32])(=[O:15])[C:11]([CH3:14])([CH3:13])[CH3:12], predict the reactants needed to synthesize it. (2) Given the product [Cl:7][CH2:8][CH2:9][O:21][C:18]1[CH:19]=[CH:20][C:15]([C:13]([OH:14])=[O:12])=[CH:16][CH:17]=1, predict the reactants needed to synthesize it. The reactants are: C(=O)([O-])[O-].[K+].[K+].[Cl:7][CH2:8][CH2:9]I.C[O:12][C:13]([C:15]1[CH:16]=[CH:17][C:18]([OH:21])=[CH:19][CH:20]=1)=[O:14].[Cl-].[NH4+].